This data is from Reaction yield outcomes from USPTO patents with 853,638 reactions. The task is: Predict the reaction yield, written as a fraction of the theoretical maximum amount of product (1.0 means a 100% yield; for example, 0.34 means a 34% yield). (1) The reactants are [Cl:1][C:2]1[CH:10]=[CH:9][C:8]([NH:11][C:12]([CH:14]2[CH2:16][CH2:15]2)=[O:13])=[C:7]2[C:3]=1[CH2:4][N:5]([C@@H:18]([C:23]1[CH:28]=[CH:27][C:26]([O:29][CH3:30])=[C:25]([O:31][CH2:32][CH3:33])[CH:24]=1)[CH2:19][C:20](O)=[O:21])[C:6]2=[O:17].C(N1C=CN=C1)([N:36]1C=CN=C1)=O.[NH4+].[OH-].O. The catalyst is C1COCC1. The product is [C:20]([CH2:19][C@@H:18]([N:5]1[C:6](=[O:17])[C:7]2[C:3](=[C:2]([Cl:1])[CH:10]=[CH:9][C:8]=2[NH:11][C:12]([CH:14]2[CH2:16][CH2:15]2)=[O:13])[CH2:4]1)[C:23]1[CH:28]=[CH:27][C:26]([O:29][CH3:30])=[C:25]([O:31][CH2:32][CH3:33])[CH:24]=1)(=[O:21])[NH2:36]. The yield is 0.820. (2) The reactants are C([NH:4][C:5]1[N:14]=[C:13]2[C:8]([C:9](=[O:28])[CH:10]=[C:11]([NH:21][C:22]3[CH:27]=[CH:26][CH:25]=[CH:24][CH:23]=3)[N:12]2[C:15]2[CH:20]=[CH:19][CH:18]=[CH:17][CH:16]=2)=[C:7]([CH3:29])[CH:6]=1)C=C.CS(O)(=O)=O. The catalyst is CCO.CCOC(C)=O.[Pd]. The product is [NH2:4][C:5]1[N:14]=[C:13]2[C:8]([C:9](=[O:28])[CH:10]=[C:11]([NH:21][C:22]3[CH:23]=[CH:24][CH:25]=[CH:26][CH:27]=3)[N:12]2[C:15]2[CH:20]=[CH:19][CH:18]=[CH:17][CH:16]=2)=[C:7]([CH3:29])[CH:6]=1. The yield is 0.410. (3) The reactants are Br[C:2]1[CH:3]=[CH:4][C:5]2[N:6]([C:8]([C:11]3[CH:16]=[CH:15][CH:14]=[CH:13][C:12]=3[Cl:17])=[N:9][N:10]=2)[CH:7]=1.C([Mg]Cl)(C)C.[CH3:23][C:24]1[CH:31]=[CH:30][C:27]([CH:28]=[O:29])=[CH:26][CH:25]=1. The catalyst is C1COCC1. The product is [Cl:17][C:12]1[CH:13]=[CH:14][CH:15]=[CH:16][C:11]=1[C:8]1[N:6]2[CH:7]=[C:2]([CH:28]([C:27]3[CH:30]=[CH:31][C:24]([CH3:23])=[CH:25][CH:26]=3)[OH:29])[CH:3]=[CH:4][C:5]2=[N:10][N:9]=1. The yield is 0.290. (4) The reactants are [CH3:1][C:2]([S:9]([C:12]1[CH:17]=[CH:16][CH:15]=[C:14]([C:18]([F:21])([F:20])[F:19])[CH:13]=1)(=[O:11])=[O:10])([CH3:8])[CH2:3][C:4](OC)=[O:5].[H-].[H-].[H-].[H-].[Li+].[Al+3]. The catalyst is C1COCC1. The product is [CH3:8][C:2]([S:9]([C:12]1[CH:17]=[CH:16][CH:15]=[C:14]([C:18]([F:20])([F:21])[F:19])[CH:13]=1)(=[O:11])=[O:10])([CH3:1])[CH2:3][CH2:4][OH:5]. The yield is 0.940. (5) The reactants are [Br:1][C:2]1[CH:3]=[C:4]([N+:9]([O-])=O)[C:5]([Cl:8])=[N:6][CH:7]=1.O.O.Cl[Sn]Cl.[OH-].[Na+]. The catalyst is Cl. The product is [NH2:9][C:4]1[C:5]([Cl:8])=[N:6][CH:7]=[C:2]([Br:1])[CH:3]=1. The yield is 0.890. (6) The reactants are [Cl:1][C:2]1[C:7]2[O:8][CH2:9][O:10][C:6]=2[CH:5]=[C:4]([CH:11]=[O:12])[CH:3]=1.[BH4-].[Na+].[NH4+].[Cl-]. The catalyst is C1COCC1. The product is [Cl:1][C:2]1[C:7]2[O:8][CH2:9][O:10][C:6]=2[CH:5]=[C:4]([CH2:11][OH:12])[CH:3]=1. The yield is 0.980. (7) The reactants are [CH3:1][C:2]1[CH:7]=[CH:6][N:5]=[CH:4][CH:3]=1.[Li]CCCC.Br[CH2:14][CH2:15][CH2:16][Cl:17].O. The catalyst is C1COCC1. The product is [Cl:17][CH2:16][CH2:15][CH2:14][CH2:1][C:2]1[CH:7]=[CH:6][N:5]=[CH:4][CH:3]=1. The yield is 0.976.